Dataset: Forward reaction prediction with 1.9M reactions from USPTO patents (1976-2016). Task: Predict the product of the given reaction. (1) Given the reactants [CH3:1][O:2][C:3]1[CH:8]=[C:7]([CH:9]2[CH2:14][CH2:13][NH:12][CH2:11][CH2:10]2)[CH:6]=[CH:5][C:4]=1[NH:15][C:16]1[N:21]=[C:20]([CH2:22][CH2:23][C:24]2[CH:25]=[C:26]([CH:30]=[CH:31][CH:32]=2)[C:27]([NH2:29])=[O:28])[C:19]([C:33]([F:36])([F:35])[F:34])=[CH:18][N:17]=1.[CH:37](=O)[CH3:38].C(O[BH-](OC(=O)C)OC(=O)C)(=O)C.[Na+], predict the reaction product. The product is: [CH2:37]([N:12]1[CH2:13][CH2:14][CH:9]([C:7]2[CH:6]=[CH:5][C:4]([NH:15][C:16]3[N:21]=[C:20]([CH2:22][CH2:23][C:24]4[CH:25]=[C:26]([CH:30]=[CH:31][CH:32]=4)[C:27]([NH2:29])=[O:28])[C:19]([C:33]([F:34])([F:35])[F:36])=[CH:18][N:17]=3)=[C:3]([O:2][CH3:1])[CH:8]=2)[CH2:10][CH2:11]1)[CH3:38]. (2) The product is: [CH3:28][C:27]1[CH:26]=[C:25]([N+:29]([O-:31])=[O:30])[CH:24]=[C:23]([CH3:32])[C:22]=1[O:17][C:15]1[CH:14]=[CH:13][C:12]([OH:18])=[C:11]([S:8]([C:5]2[CH:6]=[CH:7][C:2]([F:1])=[CH:3][CH:4]=2)(=[O:10])=[O:9])[CH:16]=1. Given the reactants [F:1][C:2]1[CH:7]=[CH:6][C:5]([S:8]([C:11]2[CH:16]=[C:15]([OH:17])[CH:14]=[CH:13][C:12]=2[OH:18])(=[O:10])=[O:9])=[CH:4][CH:3]=1.[H-].[Na+].Cl[C:22]1[C:27]([CH3:28])=[CH:26][C:25]([N+:29]([O-:31])=[O:30])=[CH:24][C:23]=1[CH3:32], predict the reaction product. (3) Given the reactants [CH2:1]([C:3]1[CH:8]=[CH:7][CH:6]=[CH:5][C:4]=1[S:9]([N:12]([C:21]1[S:25][C:24]2[CH2:26][CH2:27][CH2:28][CH2:29][C:23]=2[C:22]=1[C:30]([O:32][CH2:33][CH3:34])=[O:31])COCC[Si](C)(C)C)(=[O:11])=[O:10])[CH3:2].C(=O)([O-])O.[Na+], predict the reaction product. The product is: [CH2:1]([C:3]1[CH:8]=[CH:7][CH:6]=[CH:5][C:4]=1[S:9]([NH:12][C:21]1[S:25][C:24]2[CH2:26][CH2:27][CH2:28][CH2:29][C:23]=2[C:22]=1[C:30]([O:32][CH2:33][CH3:34])=[O:31])(=[O:10])=[O:11])[CH3:2]. (4) Given the reactants Cl[C:2]1[C:7]([C:8]#[N:9])=[CH:6][N:5]=[C:4]([NH:10][C:11]([N:13]2[C:22]3[C:17](=[CH:18][CH:19]=[C:20]([CH:23]([O:26][CH3:27])[O:24][CH3:25])[N:21]=3)[CH2:16][CH2:15][CH2:14]2)=[O:12])[CH:3]=1.[O:28]1[CH2:33][CH:32]=[C:31](B2OC(C)(C)C(C)(C)O2)[CH2:30][CH2:29]1.C([O-])([O-])=O.[Na+].[Na+].COCCOC, predict the reaction product. The product is: [C:8]([C:7]1[C:2]([C:31]2[CH2:32][CH2:33][O:28][CH2:29][CH:30]=2)=[CH:3][C:4]([NH:10][C:11]([N:13]2[C:22]3[C:17](=[CH:18][CH:19]=[C:20]([CH:23]([O:26][CH3:27])[O:24][CH3:25])[N:21]=3)[CH2:16][CH2:15][CH2:14]2)=[O:12])=[N:5][CH:6]=1)#[N:9]. (5) Given the reactants [Na+].[Cl-:2].[CH:3]1[CH:4]=[CH:5][C:6]2[O:12][C@@H:11]([CH2:13][NH:14][CH2:15][CH2:16][CH2:17][CH2:18][N:19]3[S:28](=[O:30])(=[O:29])[C:27]4[CH:26]=[CH:25][CH:24]=[CH:23][C:22]=4[C:20]3=[O:21])[CH2:10][CH2:9][C:7]=2[CH:8]=1, predict the reaction product. The product is: [CH2:10]1[C@H:11]([CH2:13][NH:14][CH2:15][CH2:16][CH2:17][CH2:18][N:19]2[S:28](=[O:30])(=[O:29])[C:27]3[C:22](=[CH:23][CH:24]=[CH:25][CH:26]=3)[C:20]2=[O:21])[O:12][C:6]2[C:7](=[CH:8][CH:3]=[CH:4][CH:5]=2)[CH2:9]1.[ClH:2]. (6) Given the reactants [CH3:1][N:2]1[C:6]([C:7]2[S:11][C:10]([S:12](Cl)(=[O:14])=[O:13])=[CH:9][CH:8]=2)=[CH:5][C:4]([C:16]([F:19])([F:18])[F:17])=[N:3]1.[C:20]1([NH:26][C:27]([N:29]2[C:37]3[C:32](=[CH:33][CH:34]=[C:35]([NH2:38])[CH:36]=3)[CH2:31][CH2:30]2)=[O:28])[CH:25]=[CH:24][CH:23]=[CH:22][CH:21]=1.N1C=CC=CC=1, predict the reaction product. The product is: [C:20]1([NH:26][C:27]([N:29]2[C:37]3[C:32](=[CH:33][CH:34]=[C:35]([NH:38][S:12]([C:10]4[S:11][C:7]([C:6]5[N:2]([CH3:1])[N:3]=[C:4]([C:16]([F:19])([F:18])[F:17])[CH:5]=5)=[CH:8][CH:9]=4)(=[O:14])=[O:13])[CH:36]=3)[CH2:31][CH2:30]2)=[O:28])[CH:21]=[CH:22][CH:23]=[CH:24][CH:25]=1. (7) Given the reactants [OH:1][C:2]1[CH:11]=[C:10]2[C:5]([C:6]([CH3:19])=[C:7]([C:13]3[CH:18]=[CH:17][CH:16]=[CH:15][CH:14]=3)[C:8](=[O:12])[O:9]2)=[CH:4][CH:3]=1.[I-].C[N+]1C=CN([C:27](=[O:36])[N:28]([CH3:35])[C:29]2[CH:34]=[CH:33][CH:32]=[CH:31][CH:30]=2)C=1, predict the reaction product. The product is: [CH3:19][C:6]1[C:5]2[C:10](=[CH:11][C:2]([O:1][C:27](=[O:36])[N:28]([CH3:35])[C:29]3[CH:34]=[CH:33][CH:32]=[CH:31][CH:30]=3)=[CH:3][CH:4]=2)[O:9][C:8](=[O:12])[C:7]=1[C:13]1[CH:14]=[CH:15][CH:16]=[CH:17][CH:18]=1. (8) Given the reactants [C:1](O)([C:14]1[CH:19]=[CH:18][CH:17]=[CH:16][CH:15]=1)([C:8]1[CH:13]=[CH:12][CH:11]=[CH:10][CH:9]=1)[C:2]1[CH:7]=[CH:6][CH:5]=[CH:4][CH:3]=1.[CH:21]([C:25]1[CH:30]=[CH:29][CH:28]=[CH:27][C:26]=1[OH:31])([CH2:23][CH3:24])[CH3:22].S(=O)(=O)(O)O, predict the reaction product. The product is: [CH:21]([C:25]1[CH:30]=[C:29]([C:1]([C:2]2[CH:7]=[CH:6][CH:5]=[CH:4][CH:3]=2)([C:14]2[CH:15]=[CH:16][CH:17]=[CH:18][CH:19]=2)[C:8]2[CH:9]=[CH:10][CH:11]=[CH:12][CH:13]=2)[CH:28]=[CH:27][C:26]=1[OH:31])([CH2:23][CH3:24])[CH3:22].